This data is from Forward reaction prediction with 1.9M reactions from USPTO patents (1976-2016). The task is: Predict the product of the given reaction. (1) Given the reactants C([O:5][C:6](=[O:30])[C@@H:7]([NH:14][C:15]([C:17]1[CH:22]=[CH:21][C:20]([C:23]2[CH:28]=[CH:27][CH:26]=[C:25]([NH2:29])[CH:24]=2)=[CH:19][CH:18]=1)=[O:16])[CH2:8][O:9]C(C)(C)C)(C)(C)C.[S:31]1[CH:35]=[CH:34][C:33]([S:36](Cl)(=[O:38])=[O:37])=[CH:32]1, predict the reaction product. The product is: [OH:9][CH2:8][C@H:7]([NH:14][C:15]([C:17]1[CH:22]=[CH:21][C:20]([C:23]2[CH:28]=[CH:27][CH:26]=[C:25]([NH:29][S:36]([C:33]3[CH:34]=[CH:35][S:31][CH:32]=3)(=[O:38])=[O:37])[CH:24]=2)=[CH:19][CH:18]=1)=[O:16])[C:6]([OH:5])=[O:30]. (2) Given the reactants [CH3:1][O:2][C:3]1[CH:8]=[CH:7][C:6]([S:9]([C:12]2[CH:17]=[CH:16][C:15]([CH2:18][CH:19]=O)=[CH:14][CH:13]=2)(=[O:11])=[O:10])=[CH:5][CH:4]=1.[ClH:21].[NH2:22][CH2:23][C@H:24]([OH:33])[CH2:25][O:26][C:27]1[CH:32]=[CH:31][CH:30]=[CH:29][CH:28]=1.C(O[BH-](OC(=O)C)OC(=O)C)(=O)C.[Na+].[OH-].[Na+], predict the reaction product. The product is: [ClH:21].[CH3:1][O:2][C:3]1[CH:4]=[CH:5][C:6]([S:9]([C:12]2[CH:17]=[CH:16][C:15]([CH2:18][CH2:19][NH:22][CH2:23][C@H:24]([OH:33])[CH2:25][O:26][C:27]3[CH:32]=[CH:31][CH:30]=[CH:29][CH:28]=3)=[CH:14][CH:13]=2)(=[O:11])=[O:10])=[CH:7][CH:8]=1. (3) The product is: [CH3:17][O:16][C:14]1[CH:15]=[C:10]([CH:9]=[CH:27][C:26]2[CH:29]=[CH:30][CH:31]=[C:24]([F:23])[CH:25]=2)[CH:11]=[C:12]([O:21][CH3:22])[C:13]=1[CH2:18][CH2:19][CH3:20]. Given the reactants C(OP([CH2:9][C:10]1[CH:15]=[C:14]([O:16][CH3:17])[C:13]([CH2:18][CH2:19][CH3:20])=[C:12]([O:21][CH3:22])[CH:11]=1)(=O)OCC)C.[F:23][C:24]1[CH:25]=[C:26]([CH:29]=[CH:30][CH:31]=1)[CH:27]=O, predict the reaction product. (4) Given the reactants [OH-].[Na+].[NH2:3][C@@H:4]([C:7]([OH:9])=[O:8])[CH2:5][OH:6].[CH3:10][C:11]([O:14][C:15](O[C:15]([O:14][C:11]([CH3:13])([CH3:12])[CH3:10])=[O:16])=[O:16])([CH3:13])[CH3:12].S(OC)(O[CH3:29])(=O)=O, predict the reaction product. The product is: [C:15]([NH:3][C@@H:4]([C:7]([OH:9])=[O:8])[CH2:5][O:6][CH3:29])([O:14][C:11]([CH3:13])([CH3:12])[CH3:10])=[O:16]. (5) The product is: [C:12]([O:11][C:9]([NH:25][CH2:24][CH2:23][C:22]1[C:26]2[C:19](=[CH:18][C:17]([Cl:16])=[CH:28][CH:27]=2)[NH:20][CH:21]=1)=[O:10])([CH3:13])([CH3:14])[CH3:15]. Given the reactants [C:9](O[C:9]([O:11][C:12]([CH3:15])([CH3:14])[CH3:13])=[O:10])([O:11][C:12]([CH3:15])([CH3:14])[CH3:13])=[O:10].[Cl:16][C:17]1[CH:18]=[C:19]2[C:26](=[CH:27][CH:28]=1)[C:22]([CH2:23][CH2:24][NH2:25])=[CH:21][NH:20]2.C([O-])(O)=O.[Na+], predict the reaction product. (6) The product is: [Cl:35][C:36]1[CH:45]=[C:44]2[C:39]([C:40]([C:16]3[CH2:21][CH2:20][N:19]([C:22]([O:24][C:25]([CH3:26])([CH3:27])[CH3:28])=[O:23])[CH2:18][C:17]=3[C:29]([O:31][CH2:32][CH3:33])=[O:30])=[CH:41][CH:42]=[N:43]2)=[CH:38][CH:37]=1. Given the reactants C1(C)C=CC=CC=1.CC1(C)C(C)(C)OB([C:16]2[CH2:21][CH2:20][N:19]([C:22]([O:24][C:25]([CH3:28])([CH3:27])[CH3:26])=[O:23])[CH2:18][C:17]=2[C:29]([O:31][CH2:32][CH3:33])=[O:30])O1.[Cl:35][C:36]1[CH:45]=[C:44]2[C:39]([C:40](I)=[CH:41][CH:42]=[N:43]2)=[CH:38][CH:37]=1.C(=O)([O-])[O-].[Na+].[Na+], predict the reaction product. (7) Given the reactants [CH2:1]=[O:2].[CH2:3](O)[C:4]1[CH:9]=[CH:8][CH:7]=[CH:6][CH:5]=1.[ClH:11], predict the reaction product. The product is: [Cl:11][CH2:1][O:2][CH2:3][C:4]1[CH:9]=[CH:8][CH:7]=[CH:6][CH:5]=1.